From a dataset of Forward reaction prediction with 1.9M reactions from USPTO patents (1976-2016). Predict the product of the given reaction. (1) Given the reactants [CH3:1][O:2][C:3]1[CH:8]=[CH:7][CH:6]=[CH:5][C:4]=1[N:9]1[CH2:14][CH2:13][NH:12][CH2:11][CH2:10]1.[F:15][C:16]([F:32])([F:31])[C:17]1[O:21][N:20]=[C:19]([C:22]2[CH:23]=[C:24]([CH:28]=[CH:29][CH:30]=2)[C:25](O)=[O:26])[N:18]=1, predict the reaction product. The product is: [CH3:1][O:2][C:3]1[CH:8]=[CH:7][CH:6]=[CH:5][C:4]=1[N:9]1[CH2:14][CH2:13][N:12]([C:25]([C:24]2[CH:28]=[CH:29][CH:30]=[C:22]([C:19]3[N:18]=[C:17]([C:16]([F:31])([F:15])[F:32])[O:21][N:20]=3)[CH:23]=2)=[O:26])[CH2:11][CH2:10]1. (2) Given the reactants [C:1]([C:3]1[CH:4]=[C:5]([CH:10]=[CH:11][C:12]=1OS(C(F)(F)F)(=O)=O)[C:6]([O:8][CH3:9])=[O:7])#[N:2].[CH3:21][O:22][C:23]1[CH:24]=[C:25]2[C:30](=[CH:31][CH:32]=1)[CH:29]=[C:28](B(O)O)[CH:27]=[CH:26]2.CC([O-])=O.[K+], predict the reaction product. The product is: [C:1]([C:3]1[CH:4]=[C:5]([CH:10]=[CH:11][C:12]=1[C:28]1[CH:27]=[CH:26][C:25]2[C:30](=[CH:31][CH:32]=[C:23]([O:22][CH3:21])[CH:24]=2)[CH:29]=1)[C:6]([O:8][CH3:9])=[O:7])#[N:2]. (3) The product is: [OH:26][CH2:25][C@@H:23]1[C@@H:22]([OH:27])[C@H:21]([OH:38])[C@H:20]([OH:49])[C@@H:19]([C:18]#[C:17][C:14]2[CH:13]=[CH:12][C:11]([C:10]#[C:9][C@@H:7]3[C@@H:6]([OH:60])[C@@H:5]([OH:71])[C@H:4]([OH:82])[C@@H:3]([CH2:2][OH:1])[O:8]3)=[CH:16][CH:15]=2)[O:24]1. Given the reactants [OH:1][CH2:2][C@H:3]1[O:8][C@H:7]([C:9]#[C:10][C:11]2[CH:16]=[CH:15][C:14]([C:17]#[C:18][C@H:19]3[O:24][C@H:23]([CH2:25][OH:26])[C@@H:22]([O:27][Si](C(C)C)(C(C)C)C(C)C)[C@H:21]([O:38][Si](C(C)C)(C(C)C)C(C)C)[C@@H:20]3[O:49][Si](C(C)C)(C(C)C)C(C)C)=[CH:13][CH:12]=2)[C@@H:6]([O:60][Si](C(C)C)(C(C)C)C(C)C)[C@@H:5]([O:71][Si](C(C)C)(C(C)C)C(C)C)[C@@H:4]1[O:82][Si](C(C)C)(C(C)C)C(C)C, predict the reaction product. (4) Given the reactants [Cl:1][C:2]1[CH:3]=[C:4]([CH:17]=[CH:18][C:19]=1[O:20][CH2:21][C:22]1[CH:26]=[C:25]([CH3:27])[O:24][N:23]=1)[NH:5][C:6]1[C:15]2[C:10](=[CH:11][CH:12]=[CH:13][C:14]=2F)[N:9]=[CH:8][N:7]=1.[CH3:28][N:29]([CH3:34])[CH2:30][CH:31]([OH:33])[CH3:32], predict the reaction product. The product is: [Cl:1][C:2]1[CH:3]=[C:4]([CH:17]=[CH:18][C:19]=1[O:20][CH2:21][C:22]1[CH:26]=[C:25]([CH3:27])[O:24][N:23]=1)[NH:5][C:6]1[C:15]2[C:10](=[CH:11][CH:12]=[CH:13][C:14]=2[O:33][CH:31]([CH3:32])[CH2:30][N:29]([CH3:34])[CH3:28])[N:9]=[CH:8][N:7]=1. (5) Given the reactants [F:1][C:2]1[CH:3]=[CH:4][C:5]([OH:27])=[C:6]([C@H:8]2[CH2:12][CH2:11][CH2:10][N:9]2[C:13]2[CH:18]=[CH:17][N:16]3[N:19]=[CH:20][C:21]([C:22]([O:24][CH2:25][CH3:26])=[O:23])=[C:15]3[N:14]=2)[CH:7]=1.Cl[CH2:29][CH:30]1[CH2:34][O:33][C:32]([CH3:36])([CH3:35])[O:31]1.C(=O)([O-])[O-].[K+].[K+].[Br-].[Na+], predict the reaction product. The product is: [CH3:35][C:32]1([CH3:36])[O:31][CH:30]([CH2:29][O:27][C:5]2[CH:4]=[CH:3][C:2]([F:1])=[CH:7][C:6]=2[C@H:8]2[CH2:12][CH2:11][CH2:10][N:9]2[C:13]2[CH:18]=[CH:17][N:16]3[N:19]=[CH:20][C:21]([C:22]([O:24][CH2:25][CH3:26])=[O:23])=[C:15]3[N:14]=2)[CH2:34][O:33]1.